Dataset: Peptide-MHC class I binding affinity with 185,985 pairs from IEDB/IMGT. Task: Regression. Given a peptide amino acid sequence and an MHC pseudo amino acid sequence, predict their binding affinity value. This is MHC class I binding data. (1) The MHC is H-2-Kb with pseudo-sequence H-2-Kb. The binding affinity (normalized) is 0.185. The peptide sequence is NISGYNFSL. (2) The MHC is HLA-B40:01 with pseudo-sequence HLA-B40:01. The binding affinity (normalized) is 0.213. The peptide sequence is RRRGACVVY. (3) The MHC is HLA-B58:01 with pseudo-sequence HLA-B58:01. The peptide sequence is CTDDNALAY. The binding affinity (normalized) is 0.166. (4) The peptide sequence is RGRIGRTYL. The MHC is HLA-A03:01 with pseudo-sequence HLA-A03:01. The binding affinity (normalized) is 0.0847. (5) The peptide sequence is LIVFPDLGVR. The MHC is Patr-A0101 with pseudo-sequence Patr-A0101. The binding affinity (normalized) is 0.131. (6) The peptide sequence is RISGVDRYY. The MHC is HLA-B42:01 with pseudo-sequence HLA-B42:01. The binding affinity (normalized) is 0.